From a dataset of TCR-epitope binding with 47,182 pairs between 192 epitopes and 23,139 TCRs. Binary Classification. Given a T-cell receptor sequence (or CDR3 region) and an epitope sequence, predict whether binding occurs between them. The epitope is RLRPGGKKK. The TCR CDR3 sequence is CARKTGHNEKLFF. Result: 0 (the TCR does not bind to the epitope).